From a dataset of Full USPTO retrosynthesis dataset with 1.9M reactions from patents (1976-2016). Predict the reactants needed to synthesize the given product. Given the product [S:43]1[C:39]([C:14]2[C:13]3[C:17](=[CH:18][CH:19]=[C:11]([NH2:10])[C:12]=3[O:48][CH3:49])[N:16]([C:20]([C:21]3[CH:22]=[CH:23][CH:24]=[CH:25][CH:26]=3)([C:27]3[CH:32]=[CH:31][CH:30]=[CH:29][CH:28]=3)[C:33]3[CH:38]=[CH:37][CH:36]=[CH:35][CH:34]=3)[N:15]=2)=[CH:40][C:41]2[CH:47]=[CH:46][CH:45]=[CH:44][C:42]1=2, predict the reactants needed to synthesize it. The reactants are: C(OC(=O)[NH:10][C:11]1[C:12]([O:48][CH3:49])=[C:13]2[C:17](=[CH:18][CH:19]=1)[N:16]([C:20]([C:33]1[CH:38]=[CH:37][CH:36]=[CH:35][CH:34]=1)([C:27]1[CH:32]=[CH:31][CH:30]=[CH:29][CH:28]=1)[C:21]1[CH:26]=[CH:25][CH:24]=[CH:23][CH:22]=1)[N:15]=[C:14]2[C:39]1[S:43][C:42]2[CH:44]=[CH:45][CH:46]=[CH:47][C:41]=2[CH:40]=1)C1C=CC=CC=1.